This data is from Catalyst prediction with 721,799 reactions and 888 catalyst types from USPTO. The task is: Predict which catalyst facilitates the given reaction. (1) Reactant: C(OC([NH:8][CH2:9][C:10]1[CH:11]=[C:12]([C:16]2[CH:21]=[C:20]([CH2:22][NH:23][CH:24]([C:29]3[CH:34]=[CH:33][CH:32]=[CH:31][CH:30]=3)[C:25]([F:28])([F:27])[F:26])[CH:19]=[C:18]([CH2:35][O:36][C:37]3[CH:42]=[CH:41][CH:40]=[CH:39][C:38]=3[CH2:43][C:44]([OH:46])=[O:45])[CH:17]=2)[CH:13]=[CH:14][CH:15]=1)=O)(C)(C)C.C(O)(C(F)(F)F)=O. Product: [NH2:8][CH2:9][C:10]1[CH:11]=[C:12]([C:16]2[CH:21]=[C:20]([CH2:22][NH:23][CH:24]([C:29]3[CH:34]=[CH:33][CH:32]=[CH:31][CH:30]=3)[C:25]([F:28])([F:27])[F:26])[CH:19]=[C:18]([CH2:35][O:36][C:37]3[CH:42]=[CH:41][CH:40]=[CH:39][C:38]=3[CH2:43][C:44]([OH:46])=[O:45])[CH:17]=2)[CH:13]=[CH:14][CH:15]=1. The catalyst class is: 4. (2) Reactant: Cl.Cl.[N:3]1([C:9]2[CH:14]=[CH:13][C:12]([N:15]3[CH2:19][C@H:18]([CH2:20][O:21][C:22]4[CH:26]=[CH:25][O:24][N:23]=4)[O:17][C:16]3=[O:27])=[CH:11][C:10]=2[F:28])[CH2:8][CH2:7][NH:6][CH2:5][CH2:4]1.C(N(CC)CC)C.[CH3:36][O:37][CH2:38][CH2:39][O:40][CH2:41][CH2:42][O:43][CH2:44][C:45](Cl)=[O:46]. Product: [CH3:36][O:37][CH2:38][CH2:39][O:40][CH2:41][CH2:42][O:43][CH2:44][C:45]([N:6]1[CH2:5][CH2:4][N:3]([C:9]2[CH:14]=[CH:13][C:12]([N:15]3[CH2:19][C@H:18]([CH2:20][O:21][C:22]4[CH:26]=[CH:25][O:24][N:23]=4)[O:17][C:16]3=[O:27])=[CH:11][C:10]=2[F:28])[CH2:8][CH2:7]1)=[O:46]. The catalyst class is: 17. (3) Reactant: CS(C)=O.C(Cl)(=O)C(Cl)=O.[CH3:11][C:12]1[CH:17]=[C:16]([O:18][CH3:19])[CH:15]=[CH:14][C:13]=1[C:20](=[O:26])[CH:21]([CH3:25])[CH2:22][CH2:23][OH:24].CCN(CC)CC. Product: [CH3:19][O:18][C:16]1[CH:15]=[CH:14][C:13]([C:20](=[O:26])[CH:21]([CH3:25])[CH2:22][CH:23]=[O:24])=[C:12]([CH3:11])[CH:17]=1. The catalyst class is: 2. (4) Reactant: [F:1][C:2]1[C:7](B(O)O)=[CH:6][CH:5]=[CH:4][N:3]=1.Br[C:12]1[CH:13]=[C:14]2[C:26]3([CH2:30][O:29][C:28]([NH2:31])=[N:27]3)[C:25]3[C:20](=[N:21][CH:22]=[C:23]([C:32]#[C:33][C:34]4([CH3:38])[CH2:37][O:36][CH2:35]4)[CH:24]=3)[O:19][C:15]2=[CH:16][C:17]=1[F:18].C(=O)([O-])[O-].[K+].[K+].O. Product: [F:18][C:17]1[CH:16]=[C:15]2[O:19][C:20]3[C:25]([C:26]4([CH2:30][O:29][C:28]([NH2:31])=[N:27]4)[C:14]2=[CH:13][C:12]=1[C:7]1[C:2]([F:1])=[N:3][CH:4]=[CH:5][CH:6]=1)=[CH:24][C:23]([C:32]#[C:33][C:34]1([CH3:38])[CH2:37][O:36][CH2:35]1)=[CH:22][N:21]=3. The catalyst class is: 752. (5) Reactant: Cl[C:2]1[C:7]([N+:8]([O-:10])=[O:9])=[CH:6][CH:5]=[C:4]([Cl:11])[N:3]=1.[CH3:12][O:13][CH2:14][CH2:15][CH2:16][NH2:17].C(N(C(C)C)CC)(C)C. Product: [Cl:11][C:4]1[N:3]=[C:2]([NH:17][CH2:16][CH2:15][CH2:14][O:13][CH3:12])[C:7]([N+:8]([O-:10])=[O:9])=[CH:6][CH:5]=1. The catalyst class is: 2. (6) Reactant: [OH-].[Na+].[NH2:3][C:4]1[CH:13]=[CH:12][C:11]([C:14]([C:16]2[N:24]3[C:19]([CH:20]=[CH:21][CH:22]=[CH:23]3)=[C:18]([Br:25])[C:17]=2[CH3:26])=[O:15])=[CH:10][C:5]=1[C:6]([O:8]C)=[O:7].Cl. Product: [NH2:3][C:4]1[CH:13]=[CH:12][C:11]([C:14]([C:16]2[N:24]3[C:19]([CH:20]=[CH:21][CH:22]=[CH:23]3)=[C:18]([Br:25])[C:17]=2[CH3:26])=[O:15])=[CH:10][C:5]=1[C:6]([OH:8])=[O:7]. The catalyst class is: 5.